This data is from Catalyst prediction with 721,799 reactions and 888 catalyst types from USPTO. The task is: Predict which catalyst facilitates the given reaction. (1) Reactant: CS(C)=O.C(Cl)(=O)C(Cl)=O.[CH2:11]([O:18][CH2:19][CH2:20][CH2:21][OH:22])[C:12]1[CH:17]=[CH:16][CH:15]=[CH:14][CH:13]=1.C(N(CC)CC)C. Product: [CH2:11]([O:18][CH2:19][CH2:20][CH:21]=[O:22])[C:12]1[CH:17]=[CH:16][CH:15]=[CH:14][CH:13]=1. The catalyst class is: 4. (2) Reactant: [Br:1][C:2]1[CH:7]=[N:6][C:5]([O:8]C)=[C:4]2[N:10]([S:13]([C:16]3[CH:22]=[CH:21][C:19]([CH3:20])=[CH:18][CH:17]=3)(=[O:15])=[O:14])[CH:11]=[CH:12][C:3]=12.Cl. Product: [Br:1][C:2]1[C:3]2[CH:12]=[CH:11][N:10]([S:13]([C:16]3[CH:22]=[CH:21][C:19]([CH3:20])=[CH:18][CH:17]=3)(=[O:15])=[O:14])[C:4]=2[C:5](=[O:8])[NH:6][CH:7]=1. The catalyst class is: 12.